From a dataset of Forward reaction prediction with 1.9M reactions from USPTO patents (1976-2016). Predict the product of the given reaction. (1) Given the reactants [NH2:1][C:2]1[N:7]=[C:6]([C:8]2[O:9][CH:10]=[CH:11][CH:12]=2)[C:5]([C:13]#[N:14])=[C:4](S(C)(=O)=O)[N:3]=1.[CH2:19]([NH2:23])[CH2:20][CH2:21][CH3:22], predict the reaction product. The product is: [NH2:1][C:2]1[N:3]=[C:4]([NH:23][CH2:19][CH2:20][CH2:21][CH3:22])[C:5]([C:13]#[N:14])=[C:6]([C:8]2[O:9][CH:10]=[CH:11][CH:12]=2)[N:7]=1. (2) Given the reactants [C:1]([O:5][C:6]([NH:8][C@H:9]([CH2:29][C:30]1[CH:35]=[C:34]([F:36])[C:33]([F:37])=[CH:32][C:31]=1[F:38])[CH2:10][C:11]([N:13]1[CH2:18][CH2:17][N:16]2[C:19]([C:25]([F:28])([F:27])[F:26])=[N:20][C:21]([C:22](O)=[O:23])=[C:15]2[CH2:14]1)=[O:12])=[O:7])([CH3:4])([CH3:3])[CH3:2].[CH3:39][S:40]([N:43]1[CH2:48][CH2:47][NH:46][CH2:45][CH2:44]1)(=[O:42])=[O:41].C(N(CC)CC)C.O=C1N(P(Cl)(N2CCOC2=O)=O)CCO1, predict the reaction product. The product is: [C:1]([O:5][C:6](=[O:7])[NH:8][C@H:9]([CH2:29][C:30]1[CH:35]=[C:34]([F:36])[C:33]([F:37])=[CH:32][C:31]=1[F:38])[CH2:10][C:11]([N:13]1[CH2:18][CH2:17][N:16]2[C:19]([C:25]([F:28])([F:27])[F:26])=[N:20][C:21]([C:22]([N:46]3[CH2:47][CH2:48][N:43]([S:40]([CH3:39])(=[O:42])=[O:41])[CH2:44][CH2:45]3)=[O:23])=[C:15]2[CH2:14]1)=[O:12])([CH3:2])([CH3:4])[CH3:3]. (3) Given the reactants NC1[S:3][C:4]2[CH:10]=[C:9]([S:11]([NH2:14])(=[O:13])=[O:12])[CH:8]=[CH:7][C:5]=2[N:6]=1.[OH-].[Na+].Cl, predict the reaction product. The product is: [NH2:6][C:5]1[CH:7]=[CH:8][C:9]([S:11]([NH2:14])(=[O:12])=[O:13])=[CH:10][C:4]=1[SH:3]. (4) Given the reactants [C:1]([O:5][C:6]([N:8]1[CH2:12][CH2:11][CH2:10][C@H:9]1[C:13]([OH:15])=O)=[O:7])([CH3:4])([CH3:3])[CH3:2].[F:16][C:17]([F:37])([F:36])[C:18]1[CH:19]=[C:20]([S:24]([N:27]2[CH2:31][C@@H:30]3[C@@H:32]([NH2:35])[CH2:33][CH2:34][C@@H:29]3[CH2:28]2)(=[O:26])=[O:25])[CH:21]=[CH:22][CH:23]=1.F[C:39](F)(F)[C:40]1C=C(S(N2C[C@H]3[C@H](N)CC[C@H]3C2)(=O)=O)C=CC=1, predict the reaction product. The product is: [CH3:12][N:8]([C@@H:9]([CH2:10][CH2:11][CH2:39][CH3:40])[C:13](=[O:15])[NH:35][C@@H:32]1[C@@H:30]2[C@@H:29]([CH2:28][N:27]([S:24]([C:20]3[CH:21]=[CH:22][CH:23]=[C:18]([C:17]([F:16])([F:36])[F:37])[CH:19]=3)(=[O:25])=[O:26])[CH2:31]2)[CH2:34][CH2:33]1)[C:6](=[O:7])[O:5][C:1]([CH3:2])([CH3:3])[CH3:4]. (5) Given the reactants I[C:2]1[CH:20]=[CH:19][C:5]2[O:6][CH2:7][C:8]([OH:18])([CH3:17])[C:9]3[N:10]([N:11]=[C:12]([C:14]([NH2:16])=[O:15])[CH:13]=3)[C:4]=2[CH:3]=1.[C:21]([C@:23]1([OH:30])[CH2:27][CH2:26][N:25]([CH3:28])[C:24]1=[O:29])#[CH:22], predict the reaction product. The product is: [OH:18][C:8]1([CH3:17])[CH2:7][O:6][C:5]2[CH:19]=[CH:20][C:2]([C:22]#[C:21][C@:23]3([OH:30])[CH2:27][CH2:26][N:25]([CH3:28])[C:24]3=[O:29])=[CH:3][C:4]=2[N:10]2[N:11]=[C:12]([C:14]([NH2:16])=[O:15])[CH:13]=[C:9]12. (6) Given the reactants [CH3:1][O:2][CH2:3][C:4]([CH3:15])([CH3:14])[C:5]([NH:7][C:8]1[CH:13]=[CH:12][CH:11]=[CH:10][N:9]=1)=O.[H-].[Al+3].[Li+].[H-].[H-].[H-].O.[OH-].[Na+], predict the reaction product. The product is: [CH3:1][O:2][CH2:3][C:4]([CH3:15])([CH3:14])[CH2:5][NH:7][C:8]1[CH:13]=[CH:12][CH:11]=[CH:10][N:9]=1.